From a dataset of Catalyst prediction with 721,799 reactions and 888 catalyst types from USPTO. Predict which catalyst facilitates the given reaction. Reactant: [CH2:1]([O:8][C:9]1[CH:16]=[CH:15][C:12]([CH2:13][Br:14])=[CH:11][CH:10]=1)[C:2]1[CH:7]=[CH:6][CH:5]=[CH:4][CH:3]=1.[CH:17]1[CH:22]=[CH:21][C:20]([P:23]([C:30]2[CH:35]=[CH:34][CH:33]=[CH:32][CH:31]=2)[C:24]2[CH:29]=[CH:28][CH:27]=[CH:26][CH:25]=2)=[CH:19][CH:18]=1. Product: [Br-:14].[CH2:1]([O:8][C:9]1[CH:16]=[CH:15][C:12]([CH2:13][P+:23]([C:24]2[CH:25]=[CH:26][CH:27]=[CH:28][CH:29]=2)([C:30]2[CH:35]=[CH:34][CH:33]=[CH:32][CH:31]=2)[C:20]2[CH:19]=[CH:18][CH:17]=[CH:22][CH:21]=2)=[CH:11][CH:10]=1)[C:2]1[CH:7]=[CH:6][CH:5]=[CH:4][CH:3]=1. The catalyst class is: 113.